Dataset: Catalyst prediction with 721,799 reactions and 888 catalyst types from USPTO. Task: Predict which catalyst facilitates the given reaction. (1) Reactant: [OH-].[Li+].[CH:3]1([C@H:9]([NH:14][C:15]([C:17]2[CH:22]=[CH:21][C:20]([C:23]3[CH:28]=[C:27]([F:29])[CH:26]=[C:25]([F:30])[CH:24]=3)=[CH:19][C:18]=2[NH:31][C:32]([NH:34][C:35]2[C:40]([CH3:41])=[CH:39][C:38]([CH3:42])=[CH:37][C:36]=2[CH3:43])=[O:33])=[O:16])[C:10]([O:12]C)=[O:11])[CH2:8][CH2:7][CH2:6][CH2:5][CH2:4]1.CO.O. Product: [CH:3]1([C@H:9]([NH:14][C:15]([C:17]2[CH:22]=[CH:21][C:20]([C:23]3[CH:24]=[C:25]([F:30])[CH:26]=[C:27]([F:29])[CH:28]=3)=[CH:19][C:18]=2[NH:31][C:32]([NH:34][C:35]2[C:36]([CH3:43])=[CH:37][C:38]([CH3:42])=[CH:39][C:40]=2[CH3:41])=[O:33])=[O:16])[C:10]([OH:12])=[O:11])[CH2:4][CH2:5][CH2:6][CH2:7][CH2:8]1. The catalyst class is: 1. (2) Reactant: [I:1][C:2]1[CH:3]=[C:4]([CH:8]=[C:9]([C:11]([O:13][CH3:14])=[O:12])[CH:10]=1)[C:5]([OH:7])=O.C(N(C(C)C)CC)(C)C.CN(C(ON1N=N[C:34]2[CH:35]=[CH:36][CH:37]=[N:38][C:33]1=2)=[N+](C)C)C.F[P-](F)(F)(F)(F)F.CNCCCC. Product: [CH2:37]([N:38]([CH3:33])[C:5]([C:4]1[CH:8]=[C:9]([CH:10]=[C:2]([I:1])[CH:3]=1)[C:11]([O:13][CH3:14])=[O:12])=[O:7])[CH2:36][CH2:35][CH3:34]. The catalyst class is: 3.